From a dataset of Reaction yield outcomes from USPTO patents with 853,638 reactions. Predict the reaction yield, written as a fraction of the theoretical maximum amount of product (1.0 means a 100% yield; for example, 0.34 means a 34% yield). (1) The reactants are [C:1]([C:5]1[C:6]([OH:21])=[CH:7][C:8]([CH:12]([CH:14]2[CH2:20][CH2:19][CH2:18][CH2:17][CH2:16][CH2:15]2)O)=[C:9]([OH:11])[CH:10]=1)([CH3:4])([CH3:3])[CH3:2].O.C1(C)C=CC(S(O)(=O)=O)=CC=1.O. The catalyst is C(Cl)(Cl)Cl. The product is [C:1]([C:5]1[C:6]([OH:21])=[CH:7][C:8]2[CH2:12][C:14]3([O:11][C:9]=2[CH:10]=1)[CH2:20][CH2:19][CH2:18][CH2:17][CH2:16][CH2:15]3)([CH3:4])([CH3:3])[CH3:2]. The yield is 0.430. (2) The reactants are [CH3:1][N:2]1[C:11]2[CH2:10][CH2:9][NH:8][CH:7](C(OC(C)(C)C)=O)[CH2:6][C:5]=2[C:4]2[CH:19]=[CH:20][C:21]([N:23]3[CH:28]=[CH:27][C:26]([C:29]4[CH:30]=[N:31][C:32]([C:35]([F:38])([F:37])[F:36])=[CH:33][CH:34]=4)=[CH:25][C:24]3=[O:39])=[N:22][C:3]1=2.C(Cl)[Cl:41]. The catalyst is Cl.CO.CCOCC. The product is [ClH:41].[CH3:1][N:2]1[C:11]2[CH2:5][CH2:6][CH2:7][NH:8][CH2:9][C:10]=2[C:4]2[CH:19]=[CH:20][C:21]([N:23]3[CH:28]=[CH:27][C:26]([C:29]4[CH:30]=[N:31][C:32]([C:35]([F:36])([F:37])[F:38])=[CH:33][CH:34]=4)=[CH:25][C:24]3=[O:39])=[N:22][C:3]1=2. The yield is 0.790. (3) The product is [Cl:3][C:4]1[CH:5]=[CH:6][C:7]2[N:13]([CH2:14][C:15]([CH3:18])([CH3:17])[CH3:16])[C:12](=[O:19])[C@@H:11]([CH2:20][C:21]3[N:39]=[C:41]([Cl:40])[S:44][N:22]=3)[O:10][C@H:9]([C:24]3[CH:29]=[CH:28][CH:27]=[C:26]([O:30][CH3:31])[C:25]=3[O:32][CH3:33])[C:8]=2[CH:34]=1. The yield is 0.410. The reactants are CI.[Cl:3][C:4]1[CH:5]=[CH:6][C:7]2[N:13]([CH2:14][C:15]([CH3:18])([CH3:17])[CH3:16])[C:12](=[O:19])[C@@H:11]([CH2:20][C:21](=S)[NH2:22])[O:10][C@H:9]([C:24]3[CH:29]=[CH:28][CH:27]=[C:26]([O:30][CH3:31])[C:25]=3[O:32][CH3:33])[C:8]=2[CH:34]=1.C([O-])(=O)C.[NH4+:39].[Cl:40][C:41]([SH:44])(Cl)Cl.[OH-].[Na+]. The catalyst is CC(C)=O.ClCCl.O.CO. (4) The product is [Cl:15][CH2:11][C:4]1[C:3]([CH2:1][CH3:2])=[CH:8][CH:7]=[CH:6][C:5]=1[CH2:9][CH3:10]. The catalyst is CN(C=O)C.C1(C)C=CC=CC=1. The reactants are [CH2:1]([C:3]1[CH:8]=[CH:7][CH:6]=[C:5]([CH2:9][CH3:10])[C:4]=1[CH2:11]O)[CH3:2].O=S(Cl)[Cl:15]. The yield is 0.970. (5) The reactants are [NH2:1][CH2:2][C@@H:3]([F:8])[C:4]([CH3:7])([OH:6])[CH3:5].Cl[C:10]([O:12][C:13]1[CH:18]=[CH:17][CH:16]=[CH:15][CH:14]=1)=[O:11].N1C=CC=CC=1. The catalyst is C(Cl)Cl. The product is [F:8][C@@H:3]([C:4]([OH:6])([CH3:7])[CH3:5])[CH2:2][NH:1][C:10](=[O:11])[O:12][C:13]1[CH:18]=[CH:17][CH:16]=[CH:15][CH:14]=1. The yield is 0.650. (6) The reactants are C(=O)([O-])[O-].[K+].[K+].F[C:8]1[CH:13]=[CH:12][C:11]([F:14])=[CH:10][N:9]=1.[CH3:15][O:16][C:17]1[CH:24]=[C:23]([O:25][CH3:26])[CH:22]=[CH:21][C:18]=1[CH2:19][NH2:20].O. The catalyst is CS(C)=O.C(OCC)(=O)C. The product is [CH3:15][O:16][C:17]1[CH:24]=[C:23]([O:25][CH3:26])[CH:22]=[CH:21][C:18]=1[CH2:19][NH:20][C:8]1[CH:13]=[CH:12][C:11]([F:14])=[CH:10][N:9]=1. The yield is 0.220. (7) The reactants are [NH2:1][C:2]1[CH:3]=[C:4]([C@:8]23[CH2:16][N:15]([C:17]4[N:22]=[CH:21][C:20]([F:23])=[CH:19][N:18]=4)[CH2:14][C@H:13]2[CH2:12][S:11][C:10]([NH:24][C:25](=[O:32])[C:26]2[CH:31]=[CH:30][CH:29]=[CH:28][CH:27]=2)=[N:9]3)[CH:5]=[CH:6][CH:7]=1.[C:33]([C:35]1[CH:36]=[CH:37][C:38]([C:41](O)=[O:42])=[N:39][CH:40]=1)#[N:34].ON1C2C=CC=CC=2N=N1.Cl.CN(C)CCCN=C=NCC.C(N(C(C)C)CC)(C)C. The catalyst is ClCCl. The product is [C:25]([NH:24][C:10]1[S:11][CH2:12][C@@H:13]2[CH2:14][N:15]([C:17]3[N:22]=[CH:21][C:20]([F:23])=[CH:19][N:18]=3)[CH2:16][C@:8]2([C:4]2[CH:3]=[C:2]([NH:1][C:41]([C:38]3[CH:37]=[CH:36][C:35]([C:33]#[N:34])=[CH:40][N:39]=3)=[O:42])[CH:7]=[CH:6][CH:5]=2)[N:9]=1)(=[O:32])[C:26]1[CH:27]=[CH:28][CH:29]=[CH:30][CH:31]=1. The yield is 0.880. (8) The reactants are [OH:1][C:2]1[CH:7]=[CH:6][C:5]([C:8](=[C:22]2[CH2:27][C:26]([CH3:29])([CH3:28])[O:25][C:24]([CH3:31])([CH3:30])[CH2:23]2)[C:9]2[CH:14]=[CH:13][C:12](/[CH:15]=[CH:16]/[C:17]([O:19]CC)=[O:18])=[CH:11][CH:10]=2)=[CH:4][CH:3]=1.[OH-].[K+]. The catalyst is C(O)C. The product is [OH:1][C:2]1[CH:3]=[CH:4][C:5]([C:8](=[C:22]2[CH2:23][C:24]([CH3:31])([CH3:30])[O:25][C:26]([CH3:29])([CH3:28])[CH2:27]2)[C:9]2[CH:14]=[CH:13][C:12](/[CH:15]=[CH:16]/[C:17]([OH:19])=[O:18])=[CH:11][CH:10]=2)=[CH:6][CH:7]=1. The yield is 0.950. (9) The reactants are CS(O[CH2:6][CH:7]([NH:15][C:16]([O:18][C:19]([CH3:22])([CH3:21])[CH3:20])=[O:17])[C:8]1[CH:13]=[CH:12][C:11]([Cl:14])=[CH:10][CH:9]=1)(=O)=O.[N-:23]=[N+]=[N-].[Na+].C(O)C. The catalyst is CN(C=O)C.[Pd]. The product is [NH2:23][CH2:6][CH:7]([NH:15][C:16](=[O:17])[O:18][C:19]([CH3:22])([CH3:21])[CH3:20])[C:8]1[CH:13]=[CH:12][C:11]([Cl:14])=[CH:10][CH:9]=1. The yield is 0.990. (10) The reactants are [CH3:1][N:2]1[CH2:6][CH2:5][C@H:4]([OH:7])[CH2:3]1.[H-].[Na+].F[C:11]1[CH:20]=[C:19]([F:21])[CH:18]=[C:17]2[C:12]=1[C:13](=[O:38])[NH:14][C:15]([C:22]1[CH:27]=[CH:26][CH:25]=[C:24]([C:28]3[CH:33]=[CH:32][C:31]([S:34]([CH3:37])(=[O:36])=[O:35])=[CH:30][CH:29]=3)[N:23]=1)=[N:16]2.Cl. The catalyst is CN(C=O)C.O. The product is [F:21][C:19]1[CH:18]=[C:17]2[C:12]([C:13](=[O:38])[NH:14][C:15]([C:22]3[CH:27]=[CH:26][CH:25]=[C:24]([C:28]4[CH:33]=[CH:32][C:31]([S:34]([CH3:37])(=[O:35])=[O:36])=[CH:30][CH:29]=4)[N:23]=3)=[N:16]2)=[C:11]([O:7][C@H:4]2[CH2:5][CH2:6][N:2]([CH3:1])[CH2:3]2)[CH:20]=1. The yield is 0.850.